From a dataset of CYP2C9 inhibition data for predicting drug metabolism from PubChem BioAssay. Regression/Classification. Given a drug SMILES string, predict its absorption, distribution, metabolism, or excretion properties. Task type varies by dataset: regression for continuous measurements (e.g., permeability, clearance, half-life) or binary classification for categorical outcomes (e.g., BBB penetration, CYP inhibition). Dataset: cyp2c9_veith. (1) The molecule is COc1ccc(NC(=O)C23CC4CC(C2)CC(n2cnc(Br)n2)(C4)C3)c(C)c1. The result is 0 (non-inhibitor). (2) The result is 1 (inhibitor). The compound is O=c1c(-c2cc(F)cc(F)c2)nc2cnc(N3CCNCC3)nc2n1Cc1cccs1. (3) The molecule is O=C(O)CSCC(=O)O. The result is 0 (non-inhibitor). (4) The drug is O=C(Nc1cccc(F)c1)N1CCCC2(CCN(S(=O)(=O)c3ccccc3)CC2)C1. The result is 1 (inhibitor). (5) The drug is O=C(c1cccc(F)c1)N1CCC2(CCCN(c3ncccn3)C2)CC1. The result is 1 (inhibitor). (6) The result is 0 (non-inhibitor). The drug is CNc1cc(OC)c(C(=O)N[C@@H]2CCN(Cc3ccccc3)[C@H]2C)cc1Cl. (7) The drug is CC(C)Cn1c(=O)n(C)c(=O)c2[nH]cnc21. The result is 0 (non-inhibitor).